This data is from NCI-60 drug combinations with 297,098 pairs across 59 cell lines. The task is: Regression. Given two drug SMILES strings and cell line genomic features, predict the synergy score measuring deviation from expected non-interaction effect. Drug 1: CC1=C(C(=O)C2=C(C1=O)N3CC4C(C3(C2COC(=O)N)OC)N4)N. Drug 2: CC1C(C(CC(O1)OC2CC(CC3=C2C(=C4C(=C3O)C(=O)C5=C(C4=O)C(=CC=C5)OC)O)(C(=O)CO)O)N)O.Cl. Cell line: SK-MEL-28. Synergy scores: CSS=39.9, Synergy_ZIP=-2.51, Synergy_Bliss=-4.46, Synergy_Loewe=-4.08, Synergy_HSA=-3.04.